From a dataset of Forward reaction prediction with 1.9M reactions from USPTO patents (1976-2016). Predict the product of the given reaction. (1) Given the reactants [CH2:1]([O:3][C:4]1[CH:5]=[C:6]([CH:12]=[CH:13][C:14]=1[F:15])[C:7]([O:9]CC)=[O:8])[CH3:2].[OH-].[Na+], predict the reaction product. The product is: [CH2:1]([O:3][C:4]1[CH:5]=[C:6]([CH:12]=[CH:13][C:14]=1[F:15])[C:7]([OH:9])=[O:8])[CH3:2]. (2) Given the reactants C([O:4][CH2:5][C:6]([N:8]1[CH2:12][C@H:11]2[C@H:13]([C:34]3[CH:39]=[CH:38][C:37]([F:40])=[CH:36][C:35]=3[CH3:41])[C@@H:14]([O:17][C@@H:18]([C:20]3[CH:25]=[C:24]([C:26]([F:29])([F:28])[F:27])[CH:23]=[C:22]([C:30]([F:33])([F:32])[F:31])[CH:21]=3)[CH3:19])[O:15][CH2:16][C@@H:10]2[CH2:9]1)=[O:7])(=O)C.O[Li].O, predict the reaction product. The product is: [F:33][C:30]([F:31])([F:32])[C:22]1[CH:21]=[C:20]([C@H:18]([O:17][C@H:14]2[O:15][CH2:16][C@@H:10]3[CH2:9][N:8]([C:6](=[O:7])[CH2:5][OH:4])[CH2:12][C@H:11]3[C@@H:13]2[C:34]2[CH:39]=[CH:38][C:37]([F:40])=[CH:36][C:35]=2[CH3:41])[CH3:19])[CH:25]=[C:24]([C:26]([F:29])([F:27])[F:28])[CH:23]=1. (3) Given the reactants [NH2:1][C:2]1[CH:3]=[C:4]2[C:9](=[C:10]([Cl:12])[CH:11]=1)[N:8]=[CH:7][C:6]([C:13]#[N:14])=[C:5]2[NH:15][C:16]1[CH:21]=[CH:20][C:19]([F:22])=[C:18]([Cl:23])[CH:17]=1.[CH3:24][C:25]1[N:30]=[C:29]([CH:31]=O)[CH:28]=[CH:27][CH:26]=1.[BH3-]C#N.[Na+], predict the reaction product. The product is: [Cl:12][C:10]1[CH:11]=[C:2]([NH:1][CH2:31][C:29]2[CH:28]=[CH:27][CH:26]=[C:25]([CH3:24])[N:30]=2)[CH:3]=[C:4]2[C:9]=1[N:8]=[CH:7][C:6]([C:13]#[N:14])=[C:5]2[NH:15][C:16]1[CH:21]=[CH:20][C:19]([F:22])=[C:18]([Cl:23])[CH:17]=1. (4) Given the reactants [NH2:1][C:2]1[CH:7]=[CH:6][C:5]([S:8][C:9]([CH3:16])([CH3:15])[C:10]([O:12][CH2:13][CH3:14])=[O:11])=[CH:4][CH:3]=1.Br[CH2:18][CH2:19][CH2:20][N:21]1[C:26](=[O:27])[C:25]2[N:28]([CH3:34])[N:29]=[C:30]([CH2:31][CH2:32][CH3:33])[C:24]=2[N:23]=[C:22]1[CH3:35].C(=O)([O-])[O-].[K+].[K+], predict the reaction product. The product is: [CH2:13]([O:12][C:10](=[O:11])[C:9]([S:8][C:5]1[CH:6]=[CH:7][C:2]([NH:1][CH2:18][CH2:19][CH2:20][N:21]2[C:26](=[O:27])[C:25]3[N:28]([CH3:34])[N:29]=[C:30]([CH2:31][CH2:32][CH3:33])[C:24]=3[N:23]=[C:22]2[CH3:35])=[CH:3][CH:4]=1)([CH3:15])[CH3:16])[CH3:14]. (5) Given the reactants [Si]([O:8][C:9]1[CH:10]=[C:11]([C:15]2[CH:20]=[CH:19][C:18]([C@H:21]3[N:24]([C:25]4[CH:30]=[CH:29][CH:28]=[CH:27][CH:26]=4)[C:23](=[O:31])[C@@H:22]3[CH2:32][CH2:33][C@H:34]([O:42][Si](C(C)(C)C)(C)C)[C:35]3[CH:40]=[CH:39][C:38]([F:41])=[CH:37][CH:36]=3)=[CH:17][CH:16]=2)[CH:12]=[CH:13][CH:14]=1)(C(C)(C)C)(C)C.F.[OH-].[Na+].P([O-])([O-])([O-])=O.[Na+].[Na+].[Na+].C(=O)(O)[O-].[Na+], predict the reaction product. The product is: [F:41][C:38]1[CH:37]=[CH:36][C:35]([C@@H:34]([OH:42])[CH2:33][CH2:32][C@@H:22]2[C@@H:21]([C:18]3[CH:19]=[CH:20][C:15]([C:11]4[CH:12]=[CH:13][CH:14]=[C:9]([OH:8])[CH:10]=4)=[CH:16][CH:17]=3)[N:24]([C:25]3[CH:30]=[CH:29][CH:28]=[CH:27][CH:26]=3)[C:23]2=[O:31])=[CH:40][CH:39]=1. (6) Given the reactants [F:1][C:2]([F:29])([F:28])[C:3]1[CH:8]=[CH:7][C:6]([C:9]2[C:10]([C:15]([NH:17][CH:18]3[CH2:23][CH2:22][N:21]([CH2:24][C:25]([OH:27])=[O:26])[CH2:20][CH2:19]3)=[O:16])=[CH:11][CH:12]=[CH:13][CH:14]=2)=[CH:5][CH:4]=1.[CH2:30]([O:32][C:33](=[O:48])[C:34]([CH2:46]O)([C:40]1[CH:45]=[CH:44][CH:43]=[CH:42][CH:41]=1)[C:35]([O:37][CH2:38][CH3:39])=[O:36])[CH3:31], predict the reaction product. The product is: [CH2:38]([O:37][C:35](=[O:36])[C:34]([C:40]1[CH:41]=[CH:42][CH:43]=[CH:44][CH:45]=1)([CH2:46][O:26][C:25](=[O:27])[CH2:24][N:21]1[CH2:20][CH2:19][CH:18]([NH:17][C:15]([C:10]2[C:9]([C:6]3[CH:7]=[CH:8][C:3]([C:2]([F:1])([F:28])[F:29])=[CH:4][CH:5]=3)=[CH:14][CH:13]=[CH:12][CH:11]=2)=[O:16])[CH2:23][CH2:22]1)[C:33]([O:32][CH2:30][CH3:31])=[O:48])[CH3:39].